Dataset: Forward reaction prediction with 1.9M reactions from USPTO patents (1976-2016). Task: Predict the product of the given reaction. Given the reactants [C:1]([O:5][C:6]([NH:8][C:9]1([C:13]2[CH:18]=[CH:17][C:16]([C:19]3[O:27][C:26]4[C:25]([C:28]([O:30]C)=[O:29])=[CH:24][N:23]([CH3:32])[C:22](=[O:33])[C:21]=4[C:20]=3[C:34]3[CH:39]=[CH:38][CH:37]=[CH:36][CH:35]=3)=[CH:15][CH:14]=2)[CH2:12][CH2:11][CH2:10]1)=[O:7])([CH3:4])([CH3:3])[CH3:2].[OH-].[Na+], predict the reaction product. The product is: [C:1]([O:5][C:6]([NH:8][C:9]1([C:13]2[CH:14]=[CH:15][C:16]([C:19]3[O:27][C:26]4[C:25]([C:28]([OH:30])=[O:29])=[CH:24][N:23]([CH3:32])[C:22](=[O:33])[C:21]=4[C:20]=3[C:34]3[CH:35]=[CH:36][CH:37]=[CH:38][CH:39]=3)=[CH:17][CH:18]=2)[CH2:10][CH2:11][CH2:12]1)=[O:7])([CH3:4])([CH3:2])[CH3:3].